Dataset: Catalyst prediction with 721,799 reactions and 888 catalyst types from USPTO. Task: Predict which catalyst facilitates the given reaction. (1) Reactant: [CH3:1][O:2]/[C:3](=[CH:7]\[C:8]1[CH:9]=[C:10]2[C:14](=[CH:15][CH:16]=1)[N:13]([CH2:17][C:18]1[N:19]=[C:20]([C:24]3[CH:29]=[CH:28][CH:27]=[CH:26][CH:25]=3)[O:21][C:22]=1[CH3:23])[CH:12]=[CH:11]2)/[C:4]([OH:6])=[O:5].[H][H]. Product: [CH3:1][O:2][CH:3]([CH2:7][C:8]1[CH:9]=[C:10]2[C:14](=[CH:15][CH:16]=1)[N:13]([CH2:17][C:18]1[N:19]=[C:20]([C:24]3[CH:25]=[CH:26][CH:27]=[CH:28][CH:29]=3)[O:21][C:22]=1[CH3:23])[CH:12]=[CH:11]2)[C:4]([OH:6])=[O:5]. The catalyst class is: 886. (2) Reactant: [CH3:1][C@H:2]1[CH2:7][CH2:6][CH2:5][NH:4][C@H:3]1[CH2:8][NH:9][C:10](=[O:16])[O:11][C:12]([CH3:15])([CH3:14])[CH3:13].[OH-].[Na+].Cl[C:20]([O:22][CH2:23][CH:24]=[CH2:25])=[O:21]. Product: [C:12]([O:11][C:10]([NH:9][CH2:8][C@H:3]1[C@@H:2]([CH3:1])[CH2:7][CH2:6][CH2:5][N:4]1[C:20]([O:22][CH2:23][CH:24]=[CH2:25])=[O:21])=[O:16])([CH3:15])([CH3:14])[CH3:13]. The catalyst class is: 1.